From a dataset of Catalyst prediction with 721,799 reactions and 888 catalyst types from USPTO. Predict which catalyst facilitates the given reaction. (1) Reactant: [N:1]([CH2:4][CH:5]1[CH2:9][C:8]2[CH:10]=[CH:11][CH:12]=[C:13]([C:14]3[CH:19]=[CH:18][C:17]([F:20])=[C:16]([Cl:21])[CH:15]=3)[C:7]=2[O:6]1)=[N+]=[N-]. Product: [Cl:21][C:16]1[CH:15]=[C:14]([C:13]2[C:7]3[O:6][CH:5]([CH2:4][NH2:1])[CH2:9][C:8]=3[CH:10]=[CH:11][CH:12]=2)[CH:19]=[CH:18][C:17]=1[F:20]. The catalyst class is: 45. (2) Reactant: [CH2:1]([O:3][C:4](=[O:12])[C:5]([C:7]1[CH2:11][CH2:10][O:9][CH:8]=1)=[O:6])[CH3:2].[CH2:13]([OH:15])[CH3:14].BrN1C(=O)CCC1=O. Product: [CH2:1]([O:3][C:4](=[O:12])[C:5]([CH:7]1[CH2:11][CH2:10][O:9][CH:8]1[O:15][CH2:13][CH3:14])=[O:6])[CH3:2]. The catalyst class is: 4. (3) Reactant: [F:1][C:2]1[CH:7]=[CH:6][CH:5]=[C:4]([F:8])[C:3]=1[N:9]1[C:14]2[N:15]=[C:16](S(C)=O)[N:17]=[C:18]([C:19]3[CH:20]=[C:21]([CH:28]=[CH:29][C:30]=3[CH3:31])[C:22]([NH:24][CH:25]([CH3:27])[CH3:26])=[O:23])[C:13]=2[CH2:12][NH:11][C:10]1=[O:35].C(Cl)(Cl)Cl.[NH:40]1[CH2:45][CH2:44][CH:43]([N:46]2[CH2:51][CH2:50][O:49][CH2:48][CH2:47]2)[CH2:42][CH2:41]1.C(N(CC)C(C)C)(C)C. Product: [F:1][C:2]1[CH:7]=[CH:6][CH:5]=[C:4]([F:8])[C:3]=1[N:9]1[C:14]2[N:15]=[C:16]([N:40]3[CH2:45][CH2:44][CH:43]([N:46]4[CH2:51][CH2:50][O:49][CH2:48][CH2:47]4)[CH2:42][CH2:41]3)[N:17]=[C:18]([C:19]3[CH:20]=[C:21]([CH:28]=[CH:29][C:30]=3[CH3:31])[C:22]([NH:24][CH:25]([CH3:27])[CH3:26])=[O:23])[C:13]=2[CH2:12][NH:11][C:10]1=[O:35]. The catalyst class is: 1. (4) Reactant: [F:1][C:2]1[CH:3]=[CH:4][C:5]([O:19][CH3:20])=[C:6]([C:8]([CH3:18])([CH3:17])[CH2:9][C:10]2([C:13]([F:16])([F:15])[F:14])[CH2:12][O:11]2)[CH:7]=1.[C:21]1([C@H:27]([NH2:29])[CH3:28])[CH:26]=[CH:25][CH:24]=[CH:23][CH:22]=1. Product: [F:14][C:13]([F:16])([F:15])[C:10]([CH2:12][NH:29][C@@H:27]([C:21]1[CH:26]=[CH:25][CH:24]=[CH:23][CH:22]=1)[CH3:28])([OH:11])[CH2:9][C:8]([C:6]1[CH:7]=[C:2]([F:1])[CH:3]=[CH:4][C:5]=1[O:19][CH3:20])([CH3:18])[CH3:17]. The catalyst class is: 14. (5) Reactant: [CH2:1]([NH:3][CH2:4][CH2:5][C:6]#[N:7])[CH3:2].[C:8](OC([O-])=O)([O:10][C:11]([CH3:14])([CH3:13])[CH3:12])=[O:9].[H-].[H-].[H-].[H-].[Li+].[Al+3]. Product: [NH2:7][CH2:6][CH2:5][CH2:4][N:3]([CH2:1][CH3:2])[C:8](=[O:9])[O:10][C:11]([CH3:14])([CH3:13])[CH3:12]. The catalyst class is: 116.